From a dataset of Full USPTO retrosynthesis dataset with 1.9M reactions from patents (1976-2016). Predict the reactants needed to synthesize the given product. (1) The reactants are: [Br:1][C:2](=[CH2:8])[CH2:3][Si](C)(C)C.[F:9][C:10]([F:19])([F:18])[C:11](=[O:17])[C:12]([O:14][CH2:15][CH3:16])=[O:13]. Given the product [CH2:15]([O:14][C:12](=[O:13])[C:11]([OH:17])([C:10]([F:9])([F:18])[F:19])[CH2:3][C:2]([Br:1])=[CH2:8])[CH3:16], predict the reactants needed to synthesize it. (2) The reactants are: I[C:2]1[CH:3]=[CH:4][C:5]2[N:6]([CH:8]=[C:9]([NH:11][C:12]([CH:14]3[CH2:16][CH2:15]3)=[O:13])[N:10]=2)[N:7]=1.[NH2:17][C:18]1[C:19]([CH3:25])=[C:20]([OH:24])[CH:21]=[CH:22][CH:23]=1.C(=O)([O-])[O-].[K+].[K+]. Given the product [NH2:17][C:18]1[C:19]([CH3:25])=[C:20]([CH:21]=[CH:22][CH:23]=1)[O:24][C:2]1[CH:3]=[CH:4][C:5]2[N:6]([CH:8]=[C:9]([NH:11][C:12]([CH:14]3[CH2:16][CH2:15]3)=[O:13])[N:10]=2)[N:7]=1, predict the reactants needed to synthesize it. (3) Given the product [CH2:33]([Sn:28]([CH2:24][CH2:25][CH2:26][CH3:27])([CH2:29][CH2:30][CH2:31][CH3:32])[C:2]1[N:7]=[C:6]([C:8]2([OH:12])[CH2:11][CH2:10][CH2:9]2)[CH:5]=[CH:4][CH:3]=1)[CH2:34][CH2:35][CH3:36], predict the reactants needed to synthesize it. The reactants are: Br[C:2]1[N:7]=[C:6]([C:8]2([OH:12])[CH2:11][CH2:10][CH2:9]2)[CH:5]=[CH:4][CH:3]=1.C([Li])CCC.CCCCCC.[CH2:24]([Sn:28](Cl)([CH2:33][CH2:34][CH2:35][CH3:36])[CH2:29][CH2:30][CH2:31][CH3:32])[CH2:25][CH2:26][CH3:27].[Cl-].[NH4+]. (4) Given the product [CH2:1]([O:5][CH2:6][CH2:7][O:8][C:9]1[CH:14]=[CH:13][C:12]([C:15]2[CH:20]=[CH:19][C:18]([N:21]([CH3:25])[CH2:22][CH2:23][CH3:24])=[C:17](/[CH:26]=[CH:27]/[C:28]([NH:57][C:56]3[CH:55]=[CH:54][C:53]([S@:51]([CH2:50][C:49]4[N:45]([CH2:42][CH2:43][CH3:44])[CH:46]=[N:47][CH:48]=4)=[O:52])=[CH:59][CH:58]=3)=[O:29])[CH:16]=2)=[CH:11][CH:10]=1)[CH2:2][CH2:3][CH3:4], predict the reactants needed to synthesize it. The reactants are: [CH2:1]([O:5][CH2:6][CH2:7][O:8][C:9]1[CH:14]=[CH:13][C:12]([C:15]2[CH:20]=[CH:19][C:18]([N:21]([CH3:25])[CH2:22][CH2:23][CH3:24])=[C:17](/[CH:26]=[CH:27]/[C:28](O)=[O:29])[CH:16]=2)=[CH:11][CH:10]=1)[CH2:2][CH2:3][CH3:4].CN(C=O)C.C(Cl)(=O)C(Cl)=O.[CH2:42]([N:45]1[C:49]([CH2:50][S@@:51]([C:53]2[CH:59]=[CH:58][C:56]([NH2:57])=[CH:55][CH:54]=2)=[O:52])=[CH:48][N:47]=[CH:46]1)[CH2:43][CH3:44]. (5) Given the product [OH:2][C:3]1[CH:26]=[CH:25][C:6]([O:7][C:8]2[CH:16]=[CH:15][C:14]3[C:10](=[CH:11][N:12]([C:17]4[CH:24]=[CH:23][C:20]([C:21]#[N:22])=[CH:19][CH:18]=4)[N:13]=3)[CH:9]=2)=[CH:5][CH:4]=1, predict the reactants needed to synthesize it. The reactants are: C[O:2][C:3]1[CH:26]=[CH:25][C:6]([O:7][C:8]2[CH:16]=[CH:15][C:14]3[C:10](=[CH:11][N:12]([C:17]4[CH:24]=[CH:23][C:20]([C:21]#[N:22])=[CH:19][CH:18]=4)[N:13]=3)[CH:9]=2)=[CH:5][CH:4]=1.B(Cl)(Cl)Cl.C(=O)(O)[O-].[Na+]. (6) Given the product [NH2:26][C:24](=[O:25])[CH2:23][O:22][NH:21][C:18]([C@@H:13]1[CH2:12][CH2:11][C@@H:10]2[CH2:17][N:14]1[C:15](=[O:16])[N:9]2[O:8][CH2:1][C:2]1[CH:3]=[CH:4][CH:5]=[CH:6][CH:7]=1)=[O:20], predict the reactants needed to synthesize it. The reactants are: [CH2:1]([O:8][N:9]1[C:15](=[O:16])[N:14]2[CH2:17][C@H:10]1[CH2:11][CH2:12][C@H:13]2[C:18]([OH:20])=O)[C:2]1[CH:7]=[CH:6][CH:5]=[CH:4][CH:3]=1.[NH2:21][O:22][CH2:23][C:24]([NH2:26])=[O:25].ON1C2C=CC=CC=2N=N1.Cl.C(N=C=NCCCN(C)C)C. (7) Given the product [C:1]([N:5]1[C:9]([C:10]2[S:11][CH:12]=[CH:13][CH:14]=2)=[CH:8][C:7]([CH2:15][CH2:16][CH2:17][N:29]2[CH2:28][CH2:27][N:26]([C:23]3[CH:22]=[CH:21][C:20]([Cl:19])=[CH:25][CH:24]=3)[CH2:31][CH2:30]2)=[N:6]1)([CH3:4])([CH3:3])[CH3:2], predict the reactants needed to synthesize it. The reactants are: [C:1]([N:5]1[C:9]([C:10]2[S:11][CH:12]=[CH:13][CH:14]=2)=[CH:8][C:7]([CH2:15][CH2:16][CH:17]=O)=[N:6]1)([CH3:4])([CH3:3])[CH3:2].[Cl:19][C:20]1[CH:25]=[CH:24][C:23]([N:26]2[CH2:31][CH2:30][NH:29][CH2:28][CH2:27]2)=[CH:22][CH:21]=1.CCN(C(C)C)C(C)C.[BH-](OC(C)=O)(OC(C)=O)OC(C)=O.[Na+].